This data is from Reaction yield outcomes from USPTO patents with 853,638 reactions. The task is: Predict the reaction yield, written as a fraction of the theoretical maximum amount of product (1.0 means a 100% yield; for example, 0.34 means a 34% yield). (1) The reactants are C([O:5][C:6]([C:8]1[C:16]2[C:11](=[CH:12][C:13]([C:17]3(O)[CH2:22][CH2:21][O:20][CH2:19][CH2:18]3)=[CH:14][CH:15]=2)[NH:10][N:9]=1)=[O:7])(C)(C)C. The catalyst is FC(F)(F)C(O)=O. The product is [O:20]1[CH2:19][CH:18]=[C:17]([C:13]2[CH:12]=[C:11]3[C:16]([C:8]([C:6]([OH:7])=[O:5])=[N:9][NH:10]3)=[CH:15][CH:14]=2)[CH2:22][CH2:21]1. The yield is 0.760. (2) The reactants are [Cl:1][C:2]1[CH:7]=[CH:6][C:5]([C:8]2[N:9]=[C:10]([CH2:13]O)[S:11][CH:12]=2)=[CH:4][CH:3]=1.P(Br)(Br)[Br:16].O. The catalyst is C1(C)C=CC=CC=1. The product is [Br:16][CH2:13][C:10]1[S:11][CH:12]=[C:8]([C:5]2[CH:6]=[CH:7][C:2]([Cl:1])=[CH:3][CH:4]=2)[N:9]=1. The yield is 0.170.